This data is from Catalyst prediction with 721,799 reactions and 888 catalyst types from USPTO. The task is: Predict which catalyst facilitates the given reaction. (1) Reactant: [Cl:1][C:2]1[CH:7]=[CH:6][C:5]([C:8](=O)[CH2:9][NH:10][C:11]([NH:13][CH:14]2[CH2:16][CH2:15]2)=[O:12])=[CH:4][CH:3]=1.CO. Product: [Cl:1][C:2]1[CH:7]=[CH:6][C:5]([C:8]2[N:13]([CH:14]3[CH2:16][CH2:15]3)[C:11](=[O:12])[NH:10][CH:9]=2)=[CH:4][CH:3]=1. The catalyst class is: 33. (2) Reactant: [Br:1][C:2]1[CH:7]=[CH:6][CH:5]=[C:4]([NH:8][NH2:9])[N:3]=1.[C:10](N1C=CN=C1)(N1C=CN=C1)=[O:11]. Product: [Br:1][C:2]1[N:3]2[C:10](=[O:11])[NH:9][N:8]=[C:4]2[CH:5]=[CH:6][CH:7]=1. The catalyst class is: 249. (3) Reactant: [Cl:1][C:2]1[N:7]=[C:6]([Cl:8])[N:5]=[C:4](Cl)[N:3]=1.[CH3:10][Mg]Br.CCOCC.O. Product: [Cl:1][C:2]1[N:7]=[C:6]([Cl:8])[N:5]=[C:4]([CH3:10])[N:3]=1. The catalyst class is: 2. (4) Reactant: [C:1]([O:5][C:6](=[O:27])[NH:7][C@@H:8]1[C@@H:13]([OH:14])[C@H:12]([CH2:15][C:16]2[CH:21]=[C:20]([F:22])[C:19]([N+:23]([O-:25])=[O:24])=[C:18]([F:26])[CH:17]=2)[CH2:11]S[CH2:9]1)([CH3:4])([CH3:3])[CH3:2].O[O:29][S:30]([O-:32])=O.[K+].CC([O-])=O.[Na+].S(S([O-])=O)([O-])(=O)=O.[Na+].[Na+].C([O-])([O-])=O.[K+].[K+]. Product: [C:1]([O:5][C:6](=[O:27])[NH:7][C@@H:8]1[C@@H:13]([OH:14])[C@H:12]([CH2:15][C:16]2[CH:21]=[C:20]([F:22])[C:19]([N+:23]([O-:25])=[O:24])=[C:18]([F:26])[CH:17]=2)[CH2:11][S:30](=[O:32])(=[O:29])[CH2:9]1)([CH3:3])([CH3:4])[CH3:2]. The catalyst class is: 20. (5) Reactant: C(OC(=O)[NH:7][CH:8]1[CH2:13][CH2:12][CH:11]([N:14]([C:30]([C:32]2[S:36][C:35]3[CH:37]=[CH:38][CH:39]=[C:40]([F:41])[C:34]=3[C:33]=2[Cl:42])=[O:31])[CH2:15][C:16]2[CH:21]=[C:20]([C:22]3[CH:23]=[N:24][CH:25]=[CH:26][CH:27]=3)[CH:19]=[CH:18][C:17]=2[O:28][CH3:29])[CH2:10][CH2:9]1)(C)(C)C.FC(F)(F)C(O)=O. Product: [NH2:7][CH:8]1[CH2:13][CH2:12][CH:11]([N:14]([CH2:15][C:16]2[CH:21]=[C:20]([C:22]3[CH:23]=[N:24][CH:25]=[CH:26][CH:27]=3)[CH:19]=[CH:18][C:17]=2[O:28][CH3:29])[C:30]([C:32]2[S:36][C:35]3[CH:37]=[CH:38][CH:39]=[C:40]([F:41])[C:34]=3[C:33]=2[Cl:42])=[O:31])[CH2:10][CH2:9]1. The catalyst class is: 2. (6) The catalyst class is: 9. Product: [Cl:23][C:24]1[CH:25]=[C:26]([N+:31]([O-:33])=[O:32])[CH:27]=[CH:28][C:29]=1[O:17][CH2:16][CH2:15][N:7]([CH2:6][C:5]1[CH:18]=[CH:19][C:20]([F:22])=[CH:21][C:4]=1[F:3])[C:8](=[O:14])[O:9][C:10]([CH3:13])([CH3:12])[CH3:11]. Reactant: [H-].[Na+].[F:3][C:4]1[CH:21]=[C:20]([F:22])[CH:19]=[CH:18][C:5]=1[CH2:6][N:7]([CH2:15][CH2:16][OH:17])[C:8](=[O:14])[O:9][C:10]([CH3:13])([CH3:12])[CH3:11].[Cl:23][C:24]1[CH:25]=[C:26]([N+:31]([O-:33])=[O:32])[CH:27]=[CH:28][C:29]=1F.O. (7) Reactant: [OH:1][CH2:2][CH2:3][N+:4]([CH3:7])([CH3:6])[CH3:5].[F:8][CH:9]([F:35])[CH2:10][NH:11][C:12](=[O:34])[C:13]1[CH:18]=[CH:17][C:16]([N:19]2[C:32](=[O:33])[C:22]3[N:23]=[N:24][C:25]4[C:26]([F:31])=[CH:27][CH:28]=[CH:29][C:30]=4[C:21]=3[NH:20]2)=[CH:15][CH:14]=1. Product: [OH:1][CH2:2][CH2:3][N+:4]([CH3:7])([CH3:6])[CH3:5].[F:35][CH:9]([F:8])[CH2:10][NH:11][C:12]([C:13]1[CH:18]=[CH:17][C:16]([N:19]2[C:32]([O-:33])=[C:22]3[N:23]=[N:24][C:25]4[C:26]([F:31])=[CH:27][CH:28]=[CH:29][C:30]=4[C:21]3=[N:20]2)=[CH:15][CH:14]=1)=[O:34]. The catalyst class is: 97.